From a dataset of Catalyst prediction with 721,799 reactions and 888 catalyst types from USPTO. Predict which catalyst facilitates the given reaction. (1) The catalyst class is: 814. Reactant: [N+:1]([C:4]1[CH:26]=[CH:25][CH:24]=[CH:23][C:5]=1[NH:6][CH:7]1[CH2:12][CH2:11][N:10]([C:13]([O:15][CH2:16][C:17]2[CH:22]=[CH:21][CH:20]=[CH:19][CH:18]=2)=[O:14])[CH2:9][CH2:8]1)([O-])=O. Product: [NH2:1][C:4]1[CH:26]=[CH:25][CH:24]=[CH:23][C:5]=1[NH:6][CH:7]1[CH2:8][CH2:9][N:10]([C:13]([O:15][CH2:16][C:17]2[CH:18]=[CH:19][CH:20]=[CH:21][CH:22]=2)=[O:14])[CH2:11][CH2:12]1. (2) Reactant: [CH2:1]([O:8][N:9]1[C:15](=[O:16])[N:14]2[CH2:17][C@H:10]1[CH2:11][CH2:12][C@H:13]2[C:18]([OH:20])=O)[C:2]1[CH:7]=[CH:6][CH:5]=[CH:4][CH:3]=1.[C:21]([NH:25][NH2:26])(=[O:24])[CH2:22][CH3:23].ON1C2C=CC=CC=2N=N1.Cl.C(N=C=NCCCN(C)C)C. Product: [CH2:1]([O:8][N:9]1[C:15](=[O:16])[N:14]2[CH2:17][C@H:10]1[CH2:11][CH2:12][C@H:13]2[C:18]([NH:26][NH:25][C:21](=[O:24])[CH2:22][CH3:23])=[O:20])[C:2]1[CH:3]=[CH:4][CH:5]=[CH:6][CH:7]=1. The catalyst class is: 2.